Dataset: Catalyst prediction with 721,799 reactions and 888 catalyst types from USPTO. Task: Predict which catalyst facilitates the given reaction. (1) Reactant: Cl.[CH3:2][CH:3]([CH2:7][CH2:8][N:9]1[CH2:14][CH2:13][CH2:12][CH2:11][CH2:10]1)[C:4]([OH:6])=[O:5].C(Cl)(=O)C(Cl)=O.C(OC([N:28]1[C:32]([NH2:33])=[CH:31][C:30]([C:34]2[CH:35]=[N:36][C:37]3[C:42]([CH:43]=2)=[CH:41][CH:40]=[CH:39][CH:38]=3)=[N:29]1)=O)(C)(C)C.Cl. Product: [CH:4]([OH:6])=[O:5].[CH3:2][CH:3]([CH2:7][CH2:8][N:9]1[CH2:14][CH2:13][CH2:12][CH2:11][CH2:10]1)[C:4]([NH:33][C:32]1[NH:28][N:29]=[C:30]([C:34]2[CH:35]=[N:36][C:37]3[C:42]([CH:43]=2)=[CH:41][CH:40]=[CH:39][CH:38]=3)[CH:31]=1)=[O:6]. The catalyst class is: 59. (2) Reactant: Cl[C:2]1[N:7]=[CH:6][N:5]=[C:4]([NH:8][C:9]2[CH:10]=[N:11][N:12]([CH3:14])[CH:13]=2)[N:3]=1.[N:15]1([C:20]2[CH:27]=[CH:26][C:25](B3OC(C)(C)C(C)(C)O3)=[CH:24][C:21]=2[C:22]#[N:23])[CH2:19][CH2:18][CH2:17][CH2:16]1.C1(P(C2C=CC=CC=2)C2C=CC=CC=2)C=CC=CC=1.C(=O)([O-])[O-].[Na+].[Na+]. Product: [CH3:14][N:12]1[CH:13]=[C:9]([NH:8][C:4]2[N:5]=[CH:6][N:7]=[C:2]([C:25]3[CH:26]=[CH:27][C:20]([N:15]4[CH2:16][CH2:17][CH2:18][CH2:19]4)=[C:21]([CH:24]=3)[C:22]#[N:23])[N:3]=2)[CH:10]=[N:11]1. The catalyst class is: 848.